This data is from Forward reaction prediction with 1.9M reactions from USPTO patents (1976-2016). The task is: Predict the product of the given reaction. (1) Given the reactants [CH3:1][S-:2].[Na+].C([O:6][C:7](=[O:29])[C:8]1[CH:13]=[CH:12][CH:11]=[C:10]([C:14]2[CH2:18][CH2:17][CH2:16][C:15]=2[C:19]2[CH:24]=[C:23](SC)[CH:22]=[CH:21][C:20]=2[O:27]C)[CH:9]=1)C.C([O:32]CC)C.[OH2:35], predict the reaction product. The product is: [CH3:1][S:2]([C:23]1[CH:22]=[CH:21][C:20]([OH:27])=[C:19]([C:15]2[CH2:16][CH2:17][CH2:18][C:14]=2[C:10]2[CH:9]=[C:8]([CH:13]=[CH:12][CH:11]=2)[C:7]([OH:6])=[O:29])[CH:24]=1)(=[O:32])=[O:35]. (2) Given the reactants [NH2:1][N:2]1[N:11]=[C:10]([N:12]2[CH2:17][CH2:16][O:15][CH2:14][CH2:13]2)[C:9]2[C:4](=[CH:5][CH:6]=[CH:7][CH:8]=2)[C:3]1=[O:18].[CH3:19][O:20][C:21]1[CH:26]=[CH:25][C:24]([CH2:27][C:28](O)=[O:29])=[CH:23][CH:22]=1, predict the reaction product. The product is: [CH3:19][O:20][C:21]1[CH:26]=[CH:25][C:24]([CH2:27][C:28]([NH:1][N:2]2[N:11]=[C:10]([N:12]3[CH2:17][CH2:16][O:15][CH2:14][CH2:13]3)[C:9]3[C:4](=[CH:5][CH:6]=[CH:7][CH:8]=3)[C:3]2=[O:18])=[O:29])=[CH:23][CH:22]=1. (3) Given the reactants C([C@@H]1COC(=O)N1[C:14](=[O:79])[C@@H:15]([CH3:78])[CH2:16][C@H:17]([CH3:77])[C@@H:18]([O:67][CH2:68][C:69]1[CH:74]=[CH:73][C:72]([O:75][CH3:76])=[CH:71][CH:70]=1)[C@@H:19]([CH3:66])[CH:20]=[CH:21][C@@H:22]([O:58][Si:59]([C:62]([CH3:65])([CH3:64])[CH3:63])([CH3:61])[CH3:60])[CH2:23][C@H:24]([O:50][Si:51]([C:54]([CH3:57])([CH3:56])[CH3:55])([CH3:53])[CH3:52])[C@H:25]([CH3:49])[CH:26]=[CH:27][CH2:28][O:29][C:30]([C:43]1[CH:48]=[CH:47][CH:46]=[CH:45][CH:44]=1)([C:37]1[CH:42]=[CH:41][CH:40]=[CH:39][CH:38]=1)[C:31]1[CH:36]=[CH:35][CH:34]=[CH:33][CH:32]=1)C1C=CC=CC=1.CO.[Li+].[BH4-].C(C(C(C([O-])=O)O)O)([O-])=O.[K+].[Na+], predict the reaction product. The product is: [C:62]([Si:59]([CH3:60])([CH3:61])[O:58][C@@H:22]([CH2:23][C@H:24]([O:50][Si:51]([C:54]([CH3:55])([CH3:56])[CH3:57])([CH3:52])[CH3:53])[C@H:25]([CH3:49])[CH:26]=[CH:27][CH2:28][O:29][C:30]([C:31]1[CH:32]=[CH:33][CH:34]=[CH:35][CH:36]=1)([C:43]1[CH:48]=[CH:47][CH:46]=[CH:45][CH:44]=1)[C:37]1[CH:42]=[CH:41][CH:40]=[CH:39][CH:38]=1)[CH:21]=[CH:20][C@H:19]([CH3:66])[C@H:18]([O:67][CH2:68][C:69]1[CH:70]=[CH:71][C:72]([O:75][CH3:76])=[CH:73][CH:74]=1)[C@@H:17]([CH3:77])[CH2:16][C@H:15]([CH3:78])[CH2:14][OH:79])([CH3:64])([CH3:65])[CH3:63]. (4) Given the reactants [H][H].[CH3:3][O:4][C:5]1[CH:6]=[C:7]([CH:33]=[CH:34][C:35]=1[O:36][CH3:37])[O:8][C@@H:9]([C:27]1[CH:32]=[CH:31][CH:30]=[CH:29][CH:28]=1)[CH2:10][CH2:11][N:12]1[CH2:17][CH:16]=[C:15]([C:18]2[CH:23]=[CH:22][C:21]([N+:24]([O-])=O)=[CH:20][CH:19]=2)[CH2:14][CH2:13]1, predict the reaction product. The product is: [CH3:3][O:4][C:5]1[CH:6]=[C:7]([CH:33]=[CH:34][C:35]=1[O:36][CH3:37])[O:8][C@@H:9]([C:27]1[CH:28]=[CH:29][CH:30]=[CH:31][CH:32]=1)[CH2:10][CH2:11][N:12]1[CH2:13][CH2:14][CH:15]([C:18]2[CH:23]=[CH:22][C:21]([NH2:24])=[CH:20][CH:19]=2)[CH2:16][CH2:17]1. (5) Given the reactants Br[C:2]1[CH:3]=[CH:4][C:5]2[C:11]3[S:12][C:13]([C:15]([N:17]([C:19]4[CH:24]=[C:23]([C:25](=[O:31])[NH:26][CH2:27][C@@H:28]([OH:30])[CH3:29])[CH:22]=[CH:21][C:20]=4[Cl:32])[CH3:18])=[O:16])=[CH:14][C:10]=3[CH2:9][CH2:8][O:7][C:6]=2[CH:33]=1.CC1(C)C2C(=C(P(C3C=CC=CC=3)C3C=CC=CC=3)C=CC=2)[O:55][C:37]2C(P(C3C=CC=CC=3)C3C=CC=CC=3)=CC=CC1=2.[CH3:76][S:77]([CH2:80][CH2:81][NH2:82])(=[O:79])=[O:78].Cl.C([O-])([O-])=O.[Na+].[Na+], predict the reaction product. The product is: [Cl:32][C:20]1[CH:21]=[CH:22][C:23]([C:25](=[O:31])[NH:26][CH2:27][C@@H:28]([OH:30])[CH3:29])=[CH:24][C:19]=1[N:17]([CH3:18])[C:15]([C:13]1[S:12][C:11]2[C:5]3[CH:4]=[CH:3][C:2]([C:37]([NH:82][CH2:81][CH2:80][S:77]([CH3:76])(=[O:79])=[O:78])=[O:55])=[CH:33][C:6]=3[O:7][CH2:8][CH2:9][C:10]=2[CH:14]=1)=[O:16]. (6) Given the reactants [Cl:1][C:2]1[CH:26]=[CH:25][C:5]([C:6]([NH:8][CH:9]([CH2:13][C:14]2[C:23]3[C:18](=[CH:19][CH:20]=[CH:21][CH:22]=3)[NH:17][C:16](=[O:24])[CH:15]=2)[C:10](O)=[O:11])=[O:7])=[CH:4][CH:3]=1.Cl.[CH2:28]([O:30][C:31](=[O:44])[C@H:32]([CH2:34][C:35]1[C:43]2[C:38](=[CH:39][CH:40]=[CH:41][CH:42]=2)[NH:37][CH:36]=1)[NH2:33])[CH3:29], predict the reaction product. The product is: [Cl:1][C:2]1[CH:3]=[CH:4][C:5]([C:6]([NH:8][CH:9]([CH2:13][C:14]2[C:23]3[C:18](=[CH:19][CH:20]=[CH:21][CH:22]=3)[NH:17][C:16](=[O:24])[CH:15]=2)[C:10]([NH:33][CH:32]([CH2:34][C:35]2[C:43]3[C:38](=[CH:39][CH:40]=[CH:41][CH:42]=3)[NH:37][CH:36]=2)[C:31]([O:30][CH2:28][CH3:29])=[O:44])=[O:11])=[O:7])=[CH:25][CH:26]=1. (7) Given the reactants [Br:1][C:2]1[CH:11]=[CH:10][CH:9]=[CH:8][C:3]=1C(OC)=O.[CH3:12][Mg]Br.Cl.CC[O:18][CH2:19][CH3:20], predict the reaction product. The product is: [Br:1][C:2]1[CH:11]=[CH:10][CH:9]=[CH:8][C:3]=1[C:19]([OH:18])([CH3:20])[CH3:12].